Dataset: NCI-60 drug combinations with 297,098 pairs across 59 cell lines. Task: Regression. Given two drug SMILES strings and cell line genomic features, predict the synergy score measuring deviation from expected non-interaction effect. (1) Cell line: HOP-92. Drug 2: B(C(CC(C)C)NC(=O)C(CC1=CC=CC=C1)NC(=O)C2=NC=CN=C2)(O)O. Synergy scores: CSS=25.6, Synergy_ZIP=-7.78, Synergy_Bliss=0.998, Synergy_Loewe=2.76, Synergy_HSA=3.03. Drug 1: C1CCC(CC1)NC(=O)N(CCCl)N=O. (2) Drug 1: CN(C)C1=NC(=NC(=N1)N(C)C)N(C)C. Drug 2: CCC1=C2CN3C(=CC4=C(C3=O)COC(=O)C4(CC)O)C2=NC5=C1C=C(C=C5)O. Cell line: OVCAR-5. Synergy scores: CSS=2.65, Synergy_ZIP=-6.27, Synergy_Bliss=-1.81, Synergy_Loewe=-28.1, Synergy_HSA=-5.33.